Predict the product of the given reaction. From a dataset of Forward reaction prediction with 1.9M reactions from USPTO patents (1976-2016). (1) Given the reactants Br[C:2]1[N:3]([CH2:13][C:14]2[C:23]3[C:18](=[CH:19][CH:20]=[CH:21][CH:22]=3)[CH:17]=[CH:16][CH:15]=2)[C:4]([C:8]([O:10][CH2:11][CH3:12])=[O:9])=[C:5]([CH3:7])[N:6]=1.[F:24][C:25]1[CH:26]=[N:27][CH:28]=[C:29](B2OC(C)(C)C(C)(C)O2)[CH:30]=1.C(=O)([O-])[O-].[Cs+].[Cs+], predict the reaction product. The product is: [F:24][C:25]1[CH:30]=[C:29]([C:2]2[N:3]([CH2:13][C:14]3[C:23]4[C:18](=[CH:19][CH:20]=[CH:21][CH:22]=4)[CH:17]=[CH:16][CH:15]=3)[C:4]([C:8]([O:10][CH2:11][CH3:12])=[O:9])=[C:5]([CH3:7])[N:6]=2)[CH:28]=[N:27][CH:26]=1. (2) Given the reactants [C:1]([NH:4][CH2:5][CH2:6][CH2:7][S:8]([O:11][CH2:12][C:13]([CH3:38])([CH3:37])[CH:14]([O:29]CC1C=CC=CC=1)[C:15]([O:17][CH2:18][CH2:19][O:20][C:21](=[O:28])[C:22]1[CH:27]=[CH:26][CH:25]=[CH:24][CH:23]=1)=[O:16])(=[O:10])=[O:9])(=[O:3])[CH3:2], predict the reaction product. The product is: [C:1]([NH:4][CH2:5][CH2:6][CH2:7][S:8]([O:11][CH2:12][C:13]([CH3:38])([CH3:37])[CH:14]([OH:29])[C:15]([O:17][CH2:18][CH2:19][O:20][C:21](=[O:28])[C:22]1[CH:27]=[CH:26][CH:25]=[CH:24][CH:23]=1)=[O:16])(=[O:10])=[O:9])(=[O:3])[CH3:2].